From a dataset of NCI-60 drug combinations with 297,098 pairs across 59 cell lines. Regression. Given two drug SMILES strings and cell line genomic features, predict the synergy score measuring deviation from expected non-interaction effect. Drug 1: CC1=CC2C(CCC3(C2CCC3(C(=O)C)OC(=O)C)C)C4(C1=CC(=O)CC4)C. Drug 2: CC1=C2C(C(=O)C3(C(CC4C(C3C(C(C2(C)C)(CC1OC(=O)C(C(C5=CC=CC=C5)NC(=O)C6=CC=CC=C6)O)O)OC(=O)C7=CC=CC=C7)(CO4)OC(=O)C)O)C)OC(=O)C. Cell line: NCI-H322M. Synergy scores: CSS=34.9, Synergy_ZIP=0.375, Synergy_Bliss=2.39, Synergy_Loewe=-84.2, Synergy_HSA=-1.37.